Dataset: NCI-60 drug combinations with 297,098 pairs across 59 cell lines. Task: Regression. Given two drug SMILES strings and cell line genomic features, predict the synergy score measuring deviation from expected non-interaction effect. (1) Drug 1: CC1=C(C(=CC=C1)Cl)NC(=O)C2=CN=C(S2)NC3=CC(=NC(=N3)C)N4CCN(CC4)CCO. Drug 2: CC12CCC3C(C1CCC2O)C(CC4=C3C=CC(=C4)O)CCCCCCCCCS(=O)CCCC(C(F)(F)F)(F)F. Cell line: T-47D. Synergy scores: CSS=9.86, Synergy_ZIP=1.41, Synergy_Bliss=5.70, Synergy_Loewe=1.88, Synergy_HSA=2.58. (2) Drug 1: CC1=C(C=C(C=C1)NC2=NC=CC(=N2)N(C)C3=CC4=NN(C(=C4C=C3)C)C)S(=O)(=O)N.Cl. Drug 2: C1=NC(=NC(=O)N1C2C(C(C(O2)CO)O)O)N. Cell line: OVCAR-4. Synergy scores: CSS=2.17, Synergy_ZIP=-3.21, Synergy_Bliss=-2.53, Synergy_Loewe=-5.52, Synergy_HSA=-2.61. (3) Drug 1: CN1CCC(CC1)COC2=C(C=C3C(=C2)N=CN=C3NC4=C(C=C(C=C4)Br)F)OC. Drug 2: C1=CC(=C2C(=C1NCCNCCO)C(=O)C3=C(C=CC(=C3C2=O)O)O)NCCNCCO. Cell line: MALME-3M. Synergy scores: CSS=36.4, Synergy_ZIP=9.67, Synergy_Bliss=10.8, Synergy_Loewe=-4.58, Synergy_HSA=10.6. (4) Drug 1: CN(CC1=CN=C2C(=N1)C(=NC(=N2)N)N)C3=CC=C(C=C3)C(=O)NC(CCC(=O)O)C(=O)O. Drug 2: CC1CCC2CC(C(=CC=CC=CC(CC(C(=O)C(C(C(=CC(C(=O)CC(OC(=O)C3CCCCN3C(=O)C(=O)C1(O2)O)C(C)CC4CCC(C(C4)OC)O)C)C)O)OC)C)C)C)OC. Cell line: ACHN. Synergy scores: CSS=34.6, Synergy_ZIP=-3.40, Synergy_Bliss=-5.34, Synergy_Loewe=-2.60, Synergy_HSA=-3.41. (5) Drug 1: C1=C(C(=O)NC(=O)N1)F. Drug 2: C1=CN(C=N1)CC(O)(P(=O)(O)O)P(=O)(O)O. Cell line: KM12. Synergy scores: CSS=31.5, Synergy_ZIP=-10.6, Synergy_Bliss=-19.4, Synergy_Loewe=-17.1, Synergy_HSA=-14.5. (6) Drug 1: C1=NC2=C(N=C(N=C2N1C3C(C(C(O3)CO)O)O)F)N. Drug 2: CC1=C2C(C(=O)C3(C(CC4C(C3C(C(C2(C)C)(CC1OC(=O)C(C(C5=CC=CC=C5)NC(=O)C6=CC=CC=C6)O)O)OC(=O)C7=CC=CC=C7)(CO4)OC(=O)C)O)C)OC(=O)C. Cell line: SK-OV-3. Synergy scores: CSS=5.54, Synergy_ZIP=-1.46, Synergy_Bliss=3.54, Synergy_Loewe=-6.45, Synergy_HSA=0.330. (7) Drug 1: CC1=C(C=C(C=C1)NC2=NC=CC(=N2)N(C)C3=CC4=NN(C(=C4C=C3)C)C)S(=O)(=O)N.Cl. Drug 2: CC1C(C(CC(O1)OC2CC(CC3=C2C(=C4C(=C3O)C(=O)C5=C(C4=O)C(=CC=C5)OC)O)(C(=O)CO)O)N)O.Cl. Cell line: HS 578T. Synergy scores: CSS=59.1, Synergy_ZIP=-4.84, Synergy_Bliss=-6.30, Synergy_Loewe=0.0330, Synergy_HSA=1.25. (8) Drug 1: CN(C(=O)NC(C=O)C(C(C(CO)O)O)O)N=O. Drug 2: C(CN)CNCCSP(=O)(O)O. Cell line: NCI-H460. Synergy scores: CSS=2.69, Synergy_ZIP=-1.47, Synergy_Bliss=-0.353, Synergy_Loewe=0.933, Synergy_HSA=0.920.